Task: Regression. Given two drug SMILES strings and cell line genomic features, predict the synergy score measuring deviation from expected non-interaction effect.. Dataset: NCI-60 drug combinations with 297,098 pairs across 59 cell lines (1) Drug 1: CC1C(C(CC(O1)OC2CC(CC3=C2C(=C4C(=C3O)C(=O)C5=C(C4=O)C(=CC=C5)OC)O)(C(=O)CO)O)N)O.Cl. Drug 2: CC1C(C(CC(O1)OC2CC(CC3=C2C(=C4C(=C3O)C(=O)C5=C(C4=O)C(=CC=C5)OC)O)(C(=O)C)O)N)O.Cl. Cell line: COLO 205. Synergy scores: CSS=28.7, Synergy_ZIP=-6.76, Synergy_Bliss=-2.69, Synergy_Loewe=-6.92, Synergy_HSA=-7.22. (2) Drug 1: C1CC(C1)(C(=O)O)C(=O)O.[NH2-].[NH2-].[Pt+2]. Drug 2: CCCCC(=O)OCC(=O)C1(CC(C2=C(C1)C(=C3C(=C2O)C(=O)C4=C(C3=O)C=CC=C4OC)O)OC5CC(C(C(O5)C)O)NC(=O)C(F)(F)F)O. Cell line: M14. Synergy scores: CSS=20.7, Synergy_ZIP=-0.363, Synergy_Bliss=-0.865, Synergy_Loewe=-14.9, Synergy_HSA=-1.52. (3) Drug 1: CS(=O)(=O)CCNCC1=CC=C(O1)C2=CC3=C(C=C2)N=CN=C3NC4=CC(=C(C=C4)OCC5=CC(=CC=C5)F)Cl. Drug 2: C1=NNC2=C1C(=O)NC=N2. Cell line: U251. Synergy scores: CSS=1.04, Synergy_ZIP=-2.35, Synergy_Bliss=-2.90, Synergy_Loewe=0.628, Synergy_HSA=-3.01. (4) Drug 1: C1C(C(OC1N2C=C(C(=O)NC2=O)F)CO)O. Drug 2: N.N.Cl[Pt+2]Cl. Cell line: SK-MEL-28. Synergy scores: CSS=42.6, Synergy_ZIP=-14.2, Synergy_Bliss=-10.6, Synergy_Loewe=-7.34, Synergy_HSA=-5.07. (5) Drug 1: C1=CC(=CC=C1CCCC(=O)O)N(CCCl)CCCl. Drug 2: CC1=C(N=C(N=C1N)C(CC(=O)N)NCC(C(=O)N)N)C(=O)NC(C(C2=CN=CN2)OC3C(C(C(C(O3)CO)O)O)OC4C(C(C(C(O4)CO)O)OC(=O)N)O)C(=O)NC(C)C(C(C)C(=O)NC(C(C)O)C(=O)NCCC5=NC(=CS5)C6=NC(=CS6)C(=O)NCCC[S+](C)C)O. Cell line: NCI-H460. Synergy scores: CSS=54.2, Synergy_ZIP=-1.93, Synergy_Bliss=-2.20, Synergy_Loewe=-2.37, Synergy_HSA=-0.353. (6) Drug 1: CNC(=O)C1=CC=CC=C1SC2=CC3=C(C=C2)C(=NN3)C=CC4=CC=CC=N4. Synergy scores: CSS=16.0, Synergy_ZIP=-5.79, Synergy_Bliss=3.56, Synergy_Loewe=-1.09, Synergy_HSA=2.79. Cell line: MALME-3M. Drug 2: CC1OCC2C(O1)C(C(C(O2)OC3C4COC(=O)C4C(C5=CC6=C(C=C35)OCO6)C7=CC(=C(C(=C7)OC)O)OC)O)O.